From a dataset of Forward reaction prediction with 1.9M reactions from USPTO patents (1976-2016). Predict the product of the given reaction. (1) Given the reactants C[N:2](C)/[CH:3]=[CH:4]/[C:5]([C:7]1[C:12](=[O:13])[CH:11]=[CH:10][N:9]([C:14]2[CH:19]=[CH:18][CH:17]=[CH:16][CH:15]=2)[N:8]=1)=O.[CH3:21][S:22]([C:25]1[CH:30]=[CH:29][C:28]([NH:31]N)=[CH:27][CH:26]=1)(=[O:24])=[O:23], predict the reaction product. The product is: [CH3:21][S:22]([C:25]1[CH:30]=[CH:29][C:28]([N:31]2[C:5]([C:7]3[C:12](=[O:13])[CH:11]=[CH:10][N:9]([C:14]4[CH:19]=[CH:18][CH:17]=[CH:16][CH:15]=4)[N:8]=3)=[CH:4][CH:3]=[N:2]2)=[CH:27][CH:26]=1)(=[O:23])=[O:24]. (2) Given the reactants Cl[C:2]1[C:12]2[CH:11]=[C:10]([C:13]([O:15][CH3:16])=[O:14])[CH2:9][CH2:8][NH:7][C:6]=2[N:5]=[CH:4][N:3]=1.[NH2:17][C:18]1[CH:39]=[CH:38][C:21]([C:22]([N:24]2[CH2:29][CH2:28][CH:27]([NH:30][C:31](=[O:37])[O:32][C:33]([CH3:36])([CH3:35])[CH3:34])[CH2:26][CH2:25]2)=[O:23])=[C:20]([Cl:40])[CH:19]=1.[Cl-].[NH+]1C=CC=CC=1.C(=O)([O-])O.[Na+], predict the reaction product. The product is: [C:33]([O:32][C:31]([NH:30][CH:27]1[CH2:28][CH2:29][N:24]([C:22]([C:21]2[CH:38]=[CH:39][C:18]([NH:17][C:2]3[C:12]4[CH:11]=[C:10]([C:13]([O:15][CH3:16])=[O:14])[CH2:9][CH2:8][NH:7][C:6]=4[N:5]=[CH:4][N:3]=3)=[CH:19][C:20]=2[Cl:40])=[O:23])[CH2:25][CH2:26]1)=[O:37])([CH3:36])([CH3:34])[CH3:35].